From a dataset of Reaction yield outcomes from USPTO patents with 853,638 reactions. Predict the reaction yield, written as a fraction of the theoretical maximum amount of product (1.0 means a 100% yield; for example, 0.34 means a 34% yield). (1) The reactants are [C:1]([C:3]1[NH:4][C:5]2[C:10]([CH:11]=1)=[CH:9][CH:8]=[CH:7][C:6]=2[NH:12][S:13]([C:16]1[S:17][CH:18]=[CH:19][CH:20]=1)(=[O:15])=[O:14])#[N:2].N[CH2:22][CH2:23][SH:24].C(O)C. The catalyst is O. The product is [S:24]1[CH2:23][CH2:22][N:2]=[C:1]1[C:3]1[NH:4][C:5]2[C:10]([CH:11]=1)=[CH:9][CH:8]=[CH:7][C:6]=2[NH:12][S:13]([C:16]1[S:17][CH:18]=[CH:19][CH:20]=1)(=[O:14])=[O:15]. The yield is 0.290. (2) The reactants are [CH3:1][N:2]([CH:10]1[CH2:13][N:12]([C:14]2[C:15]3[N:16]([CH:26]=[N:27][N:28]=3)[C:17]3[CH:23]=[C:22]([CH:24]=[CH2:25])[CH:21]=[N:20][C:18]=3[N:19]=2)[CH2:11]1)C(=O)OC(C)(C)C.[H][H]. The catalyst is CO.[Pd]. The product is [CH2:24]([C:22]1[CH:21]=[N:20][C:18]2[N:19]=[C:14]([N:12]3[CH2:13][CH:10]([NH:2][CH3:1])[CH2:11]3)[C:15]3[N:16]([CH:26]=[N:27][N:28]=3)[C:17]=2[CH:23]=1)[CH3:25]. The yield is 0.390. (3) The product is [CH2:30]([N:27]1[C:28]2[CH:29]=[C:21]3[N:20]([CH2:36][O:37][CH2:38][CH2:39][Si:40]([CH3:41])([CH3:42])[CH3:43])[C:19]([C:6]4[C:5]5[C:9](=[CH:10][C:2]([C:45]#[C:44][C:46]6[CH:51]=[CH:50][CH:49]=[CH:48][CH:47]=6)=[CH:3][CH:4]=5)[N:8]([CH2:11][O:12][CH2:13][CH2:14][Si:15]([CH3:17])([CH3:16])[CH3:18])[N:7]=4)=[N:35][C:22]3=[CH:23][C:24]=2[C:25]([CH3:34])([CH3:33])[C:26]1=[O:32])[CH3:31]. The yield is 0.670. The reactants are Br[C:2]1[CH:10]=[C:9]2[C:5]([C:6]([C:19]3[N:20]([CH2:36][O:37][CH2:38][CH2:39][Si:40]([CH3:43])([CH3:42])[CH3:41])[C:21]4[C:22]([N:35]=3)=[CH:23][C:24]3[C:25]([CH3:34])([CH3:33])[C:26](=[O:32])[N:27]([CH2:30][CH3:31])[C:28]=3[CH:29]=4)=[N:7][N:8]2[CH2:11][O:12][CH2:13][CH2:14][Si:15]([CH3:18])([CH3:17])[CH3:16])=[CH:4][CH:3]=1.[C:44]([C:46]1[CH:51]=[CH:50][CH:49]=[CH:48][CH:47]=1)#[CH:45].C(NCC)C. The catalyst is [Cu]I.O. (4) The reactants are [Cl:1][C:2]1[CH:3]=[C:4]([C:24]2[CH2:25][CH2:26][C:27](=[O:30])[NH:28][N:29]=2)[CH:5]=[CH:6][C:7]=1[O:8][CH2:9][CH2:10][CH2:11][O:12][C:13]1[CH:18]=[CH:17][C:16]([O:19][CH2:20][CH:21]2[CH2:23][O:22]2)=[CH:15][CH:14]=1.[CH:31]([NH2:34])([CH3:33])[CH3:32]. The catalyst is C(O)C. The product is [Cl:1][C:2]1[CH:3]=[C:4]([C:24]2[CH2:25][CH2:26][C:27](=[O:30])[NH:28][N:29]=2)[CH:5]=[CH:6][C:7]=1[O:8][CH2:9][CH2:10][CH2:11][O:12][C:13]1[CH:14]=[CH:15][C:16]([O:19][CH2:20][CH:21]([OH:22])[CH2:23][NH:34][CH:31]([CH3:33])[CH3:32])=[CH:17][CH:18]=1. The yield is 0.460. (5) The product is [CH:14]([S:16][C:2]1[CH:9]=[CH:8][C:7]([N+:10]([O-:12])=[O:11])=[CH:6][C:3]=1[C:4]#[N:5])([CH3:15])[CH3:13]. The catalyst is CN(C=O)C. The reactants are F[C:2]1[CH:9]=[CH:8][C:7]([N+:10]([O-:12])=[O:11])=[CH:6][C:3]=1[C:4]#[N:5].[CH3:13][CH:14]([SH:16])[CH3:15].C(N(CC)CC)C.O. The yield is 0.860. (6) The reactants are Br[C:2]1[C:3]([F:14])=[C:4]2[C:8](=[CH:9][CH:10]=1)[NH:7][C:6](=[O:11])[C:5]2([CH3:13])[CH3:12].[CH3:15][N:16]1[C:20]([C:21]#[N:22])=[CH:19][CH:18]=[C:17]1B(O)O.C(=O)([O-])[O-].[K+].[K+].Cl. The catalyst is COCCOC.C1C=CC([P]([Pd]([P](C2C=CC=CC=2)(C2C=CC=CC=2)C2C=CC=CC=2)([P](C2C=CC=CC=2)(C2C=CC=CC=2)C2C=CC=CC=2)[P](C2C=CC=CC=2)(C2C=CC=CC=2)C2C=CC=CC=2)(C2C=CC=CC=2)C2C=CC=CC=2)=CC=1.O. The product is [F:14][C:3]1[C:2]([C:17]2[N:16]([CH3:15])[C:20]([C:21]#[N:22])=[CH:19][CH:18]=2)=[CH:10][CH:9]=[C:8]2[C:4]=1[C:5]([CH3:13])([CH3:12])[C:6](=[O:11])[NH:7]2. The yield is 0.0500.